Dataset: Catalyst prediction with 721,799 reactions and 888 catalyst types from USPTO. Task: Predict which catalyst facilitates the given reaction. (1) Reactant: [C:1]([C:3]1[CH:4]=[C:5]([S:9]([NH:12][CH3:13])(=[O:11])=[O:10])[CH:6]=[CH:7][CH:8]=1)#[N:2].[ClH:14].[H][H]. Product: [ClH:14].[NH2:2][CH2:1][C:3]1[CH:4]=[C:5]([S:9]([NH:12][CH3:13])(=[O:11])=[O:10])[CH:6]=[CH:7][CH:8]=1. The catalyst class is: 838. (2) Reactant: [Br:1]Br.[CH2:3]([C:5]1[CH:10]=[CH:9][C:8]([OH:11])=[CH:7][CH:6]=1)[CH3:4]. Product: [Br:1][C:7]1[CH:6]=[C:5]([CH2:3][CH3:4])[CH:10]=[CH:9][C:8]=1[OH:11]. The catalyst class is: 2. (3) Reactant: [CH3:1][N:2]([S:23]([C:26]1[S:27][CH:28]=[CH:29][CH:30]=1)(=[O:25])=[O:24])[C:3]1[CH:4]=[CH:5][CH:6]=[C:7]2[C:11]=1[NH:10][C:9]([C:12]1[S:13][CH:14]=[C:15]([CH2:17][C:18]([O:20]CC)=[O:19])[N:16]=1)=[CH:8]2.[OH-].[Na+].O1CCCC1.C(O)(=O)CC(CC(O)=O)(C(O)=O)O. Product: [CH3:1][N:2]([S:23]([C:26]1[S:27][CH:28]=[CH:29][CH:30]=1)(=[O:25])=[O:24])[C:3]1[CH:4]=[CH:5][CH:6]=[C:7]2[C:11]=1[NH:10][C:9]([C:12]1[S:13][CH:14]=[C:15]([CH2:17][C:18]([OH:20])=[O:19])[N:16]=1)=[CH:8]2. The catalyst class is: 5. (4) Reactant: [CH3:1][O:2][C:3]1[CH:8]=[CH:7][C:6]([NH:9][C:10](=[O:21])[CH2:11][C:12]2[CH:17]=[CH:16][C:15]([N+:18]([O-])=O)=[CH:14][CH:13]=2)=[CH:5][CH:4]=1. Product: [NH2:18][C:15]1[CH:14]=[CH:13][C:12]([CH2:11][C:10]([NH:9][C:6]2[CH:5]=[CH:4][C:3]([O:2][CH3:1])=[CH:8][CH:7]=2)=[O:21])=[CH:17][CH:16]=1. The catalyst class is: 256. (5) Reactant: N1C2C(=CC=CC=2)C(CC(=O)C(O)=O)=C1.[OH-:16].[Na+].C(O)(=O)C(C)=O.[OH:24][C:25]([CH2:35][C:36]1[C:44]2[C:39](=[CH:40][CH:41]=[CH:42][CH:43]=2)[NH:38][CH:37]=1)([C:32]([OH:34])=[O:33])[CH2:26][C:27](=O)[C:28]([OH:30])=[O:29].Cl.[NH2:46]O.Cl. Product: [OH:24][C:25]([CH2:35][C:36]1[C:44]2[C:39](=[CH:40][CH:41]=[CH:42][CH:43]=2)[NH:38][CH:37]=1)([C:32]([OH:34])=[O:33])[CH2:26][C:27](=[N:46][OH:16])[C:28]([OH:30])=[O:29]. The catalyst class is: 813.